Dataset: Full USPTO retrosynthesis dataset with 1.9M reactions from patents (1976-2016). Task: Predict the reactants needed to synthesize the given product. (1) Given the product [CH3:1][S:2]([O-:5])(=[O:4])=[O:3].[CH:47]([N:9]([CH:6]([CH3:8])[CH3:7])[C:10]([C:12]1[CH:44]=[CH:43][C:15]([O:16][CH2:17][CH2:18][CH2:19][CH2:20][O:21][C:72]2[CH:71]=[CH:84][C:75]3[C:76]([NH:79][C:80]([N:82]([CH2:83][CH2:10][C:12]4[CH:44]=[CH:43][CH:15]=[CH:14][CH:13]=4)[C:97]([NH2+:99][CH3:100])=[O:98])=[O:81])=[N:77][O:78][C:74]=3[CH:73]=2)=[C:14]([O:45][CH3:46])[CH:13]=1)=[O:11])([CH3:49])[CH3:48], predict the reactants needed to synthesize it. The reactants are: [CH3:1][S:2]([O-:5])(=[O:4])=[O:3].[CH:6]([N:9]([CH:47]([CH3:49])[CH3:48])[C:10]([C:12]1[CH:44]=[CH:43][C:15]([O:16][CH2:17][CH2:18][CH2:19][CH2:20][O:21]C2C=CC3ON=C(NC([C@@H]([NH3+])CC4C=CC=CC=4)=O)C=3C=2)=[C:14]([O:45][CH3:46])[CH:13]=1)=[O:11])([CH3:8])[CH3:7].CS(O)(=O)=O.C(N(C(C)C)C(C1C=CC(OCCCCO[C:71]2[CH:72]=[CH:73][C:74]3[O:78][N:77]=[C:76]([NH:79][C:80]([NH2+:82][CH3:83])=[O:81])[C:75]=3[CH:84]=2)=C(OC)C=1)=O)(C)C.C(O[C:97]([NH:99][CH2:100]C(O)=O)=[O:98])(C)(C)C. (2) Given the product [CH:1]1([CH2:4][N:5]2[C:9]3[CH:10]=[CH:11][C:12]([S:14]([C:17]([CH3:22])([CH3:21])[C:18]([NH2:48])=[O:19])(=[O:15])=[O:16])=[CH:13][C:8]=3[N:7]=[C:6]2[CH2:23][C:24]([CH3:27])([CH3:26])[CH3:25])[CH2:3][CH2:2]1, predict the reactants needed to synthesize it. The reactants are: [CH:1]1([CH2:4][N:5]2[C:9]3[CH:10]=[CH:11][C:12]([S:14]([C:17]([CH3:22])([CH3:21])[C:18](O)=[O:19])(=[O:16])=[O:15])=[CH:13][C:8]=3[N:7]=[C:6]2[CH2:23][C:24]([CH3:27])([CH3:26])[CH3:25])[CH2:3][CH2:2]1.C(OC(OC(C)(C)C)=O)(OC(C)(C)C)=O.C(=O)(O)[O-].[NH4+].[N:48]1C=CC=CC=1. (3) Given the product [OH:1][C@@:2]([C:23]([F:24])([F:25])[F:26])([CH2:16][C:17]#[CH:18])[CH2:3][C:4]([C:7]1[CH:15]=[CH:14][CH:13]=[CH:12][C:8]=1[C:9]([NH2:11])=[O:10])([CH3:5])[CH3:6], predict the reactants needed to synthesize it. The reactants are: [OH:1][C@@:2]([C:23]([F:26])([F:25])[F:24])([CH2:16][C:17]#[C:18][Si](C)(C)C)[CH2:3][C:4]([C:7]1[CH:15]=[CH:14][CH:13]=[CH:12][C:8]=1[C:9]([NH2:11])=[O:10])([CH3:6])[CH3:5].